Dataset: Catalyst prediction with 721,799 reactions and 888 catalyst types from USPTO. Task: Predict which catalyst facilitates the given reaction. (1) Product: [Cl:1][C:2]1[N:7]=[C:6]([NH:11][C:12]2[CH:13]=[C:14]([NH:18][C:19](=[O:22])[CH:20]=[CH2:21])[CH:15]=[CH:16][CH:17]=2)[C:5]([O:9][CH3:10])=[CH:4][N:3]=1. Reactant: [Cl:1][C:2]1[N:7]=[C:6](Cl)[C:5]([O:9][CH3:10])=[CH:4][N:3]=1.[NH2:11][C:12]1[CH:13]=[C:14]([NH:18][C:19](=[O:22])[CH:20]=[CH2:21])[CH:15]=[CH:16][CH:17]=1.C([O-])([O-])=O.[K+].[K+].C(OCC)(=O)C. The catalyst class is: 3. (2) Reactant: [C:1]([CH2:4][C:5](=[O:7])[CH3:6])(=[O:3])[CH3:2].B([O:19][CH2:20][CH2:21][CH2:22]C)([O:19][CH2:20][CH2:21][CH2:22]C)[O:19][CH2:20][CH2:21][CH2:22]C.[OH:24][C:25]1[CH:32]=[CH:31][C:28]([CH:29]=O)=[CH:27][C:26]=1[O:33][CH3:34].[CH2:35](N)[CH2:36][CH2:37][CH3:38].CN([CH:43]=[O:44])C. Product: [CH3:34][O:33][C:26]1[C:25]([OH:24])=[CH:32][CH:31]=[C:28](/[CH:29]=[CH:2]/[C:1]([CH2:4][C:5](/[CH:6]=[CH:38]/[C:37]2[CH:22]=[C:21]([O:44][CH3:43])[C:20]([OH:19])=[CH:35][CH:36]=2)=[O:7])=[O:3])[CH:27]=1. The catalyst class is: 342. (3) Reactant: C(Cl)(=O)C(Cl)=O.CS(C)=O.[C:11]([CH2:13][C:14]([NH:16][CH:17]1[CH2:22][CH2:21][CH:20]([CH2:23][CH2:24][N:25]2[CH2:30][CH2:29][N:28]([C:31]3[CH:36]=[CH:35][CH:34]=[C:33]([CH:37]([OH:39])[CH3:38])[CH:32]=3)[CH2:27][CH2:26]2)[CH2:19][CH2:18]1)=[O:15])#[N:12].C(N(CC)CC)C. Product: [C:37]([C:33]1[CH:32]=[C:31]([N:28]2[CH2:27][CH2:26][N:25]([CH2:24][CH2:23][CH:20]3[CH2:21][CH2:22][CH:17]([NH:16][C:14](=[O:15])[CH2:13][C:11]#[N:12])[CH2:18][CH2:19]3)[CH2:30][CH2:29]2)[CH:36]=[CH:35][CH:34]=1)(=[O:39])[CH3:38]. The catalyst class is: 46. (4) Reactant: [Br:1]N1C(=O)CCC1=O.[CH:9]1([N:12]([CH2:20][C:21]2[CH:26]=[CH:25][C:24]([O:27][CH3:28])=[C:23]([O:29][CH2:30][CH2:31][CH2:32][O:33][CH3:34])[CH:22]=2)[C:13](=[O:19])[O:14][C:15]([CH3:18])([CH3:17])[CH3:16])[CH2:11][CH2:10]1. Product: [Br:1][C:26]1[CH:25]=[C:24]([O:27][CH3:28])[C:23]([O:29][CH2:30][CH2:31][CH2:32][O:33][CH3:34])=[CH:22][C:21]=1[CH2:20][N:12]([CH:9]1[CH2:11][CH2:10]1)[C:13](=[O:19])[O:14][C:15]([CH3:17])([CH3:18])[CH3:16]. The catalyst class is: 10. (5) Reactant: [C:1]([O:5][C:6](=[O:33])[N:7]([CH2:9][C:10]1[CH:14]=[C:13]([C:15]2[CH:20]=[CH:19][CH:18]=[C:17]([CH:21]=O)[C:16]=2[F:23])[N:12]([S:24]([C:27]2[CH:28]=[N:29][CH:30]=[CH:31][CH:32]=2)(=[O:26])=[O:25])[CH:11]=1)[CH3:8])([CH3:4])([CH3:3])[CH3:2].Cl.[NH2:35][OH:36].C([O-])(=O)C.[Na+].C(=O)([O-])O.[Na+]. Product: [C:1]([O:5][C:6](=[O:33])[N:7]([CH2:9][C:10]1[CH:14]=[C:13]([C:15]2[CH:20]=[CH:19][CH:18]=[C:17]([CH:21]=[N:35][OH:36])[C:16]=2[F:23])[N:12]([S:24]([C:27]2[CH:28]=[N:29][CH:30]=[CH:31][CH:32]=2)(=[O:26])=[O:25])[CH:11]=1)[CH3:8])([CH3:3])([CH3:2])[CH3:4]. The catalyst class is: 41. (6) Reactant: F[C:2]1[C:3]([C:9]([OH:11])=[O:10])=[N:4][CH:5]=[C:6]([F:8])[CH:7]=1.[CH3:12][C@H:13]1[O:18][C@@H:17]([CH3:19])[CH2:16][NH:15][CH2:14]1.CCN(C(C)C)C(C)C. Product: [CH3:19][C@@H:17]1[CH2:16][N:15]([C:2]2[C:3]([C:9]([OH:11])=[O:10])=[N:4][CH:5]=[C:6]([F:8])[CH:7]=2)[CH2:14][C@H:13]([CH3:12])[O:18]1. The catalyst class is: 49. (7) Reactant: Br[C:2]1[Se:3][CH:4]=[CH:5][CH:6]=1.[CH2:7]([CH:9]1[CH2:14][CH2:13][CH:12]([C:15]2[CH:20]=[CH:19][C:18](B(O)O)=[C:17]([F:24])[C:16]=2[F:25])[CH2:11][CH2:10]1)[CH3:8].C(=O)([O-])[O-].[Na+].[Na+]. Product: [CH2:7]([CH:9]1[CH2:10][CH2:11][CH:12]([C:15]2[CH:20]=[CH:19][C:18]([C:2]3[Se:3][CH:4]=[CH:5][CH:6]=3)=[C:17]([F:24])[C:16]=2[F:25])[CH2:13][CH2:14]1)[CH3:8]. The catalyst class is: 335.